This data is from Forward reaction prediction with 1.9M reactions from USPTO patents (1976-2016). The task is: Predict the product of the given reaction. (1) Given the reactants [C:1]1([C:7]2[C:16]3[C:11](=[CH:12][CH:13]=[CH:14][CH:15]=3)[C:10]([NH:17][C:18]3[CH:41]=[CH:40][C:21]([O:22][C:23]4[C:28]([C:29]5[CH:34]=[CH:33][N:32]=[C:31]([NH:35][CH2:36][CH2:37][CH2:38][OH:39])[N:30]=5)=[CH:27][CH:26]=[CH:25][N:24]=4)=[CH:20][CH:19]=3)=[N:9][N:8]=2)[CH:6]=[CH:5][CH:4]=[CH:3][CH:2]=1.CC(N(C)C)=[O:44].C(N(CC)[P:51]([O:57][C:58]([CH3:61])([CH3:60])[CH3:59])[O:52][C:53]([CH3:56])([CH3:55])[CH3:54])C.N1C=NN=N1.OO.O, predict the reaction product. The product is: [P:51]([O:39][CH2:38][CH2:37][CH2:36][NH:35][C:31]1[N:30]=[C:29]([C:28]2[C:23]([O:22][C:21]3[CH:20]=[CH:19][C:18]([NH:17][C:10]4[C:11]5[C:16](=[CH:15][CH:14]=[CH:13][CH:12]=5)[C:7]([C:1]5[CH:2]=[CH:3][CH:4]=[CH:5][CH:6]=5)=[N:8][N:9]=4)=[CH:41][CH:40]=3)=[N:24][CH:25]=[CH:26][CH:27]=2)[CH:34]=[CH:33][N:32]=1)([O:52][C:53]([CH3:54])([CH3:55])[CH3:56])([O:57][C:58]([CH3:59])([CH3:60])[CH3:61])=[O:44]. (2) Given the reactants [Cl:1][C:2]1[CH:7]=[CH:6][C:5]([S:8]([NH:11][CH2:12][C:13]2[CH:22]=[CH:21][C:16]([C:17]([O:19][CH3:20])=[O:18])=[CH:15][CH:14]=2)(=[O:10])=[O:9])=[CH:4][CH:3]=1.[F:23][C:24]1[CH:31]=[CH:30][C:27]([CH2:28]Br)=[CH:26][CH:25]=1, predict the reaction product. The product is: [F:23][C:24]1[CH:31]=[CH:30][C:27]([CH2:28][N:11]([CH2:12][C:13]2[CH:14]=[CH:15][C:16]([C:17]([O:19][CH3:20])=[O:18])=[CH:21][CH:22]=2)[S:8]([C:5]2[CH:6]=[CH:7][C:2]([Cl:1])=[CH:3][CH:4]=2)(=[O:10])=[O:9])=[CH:26][CH:25]=1. (3) Given the reactants [NH2:1][C:2]1[CH:7]=[CH:6][N:5]=[CH:4][CH:3]=1.CCN(CC)CC.[CH3:15][C:16]([CH3:21])([CH3:20])[C:17](Cl)=[O:18].[Cl-].[Na+].O.C(Cl)Cl, predict the reaction product. The product is: [CH3:15][C:16]([CH3:21])([CH3:20])[C:17]([NH:1][C:2]1[CH:7]=[CH:6][N:5]=[CH:4][CH:3]=1)=[O:18]. (4) Given the reactants [CH3:1][N:2]([CH3:24])[C:3]1[N:23]=[C:6]2[CH:7]=[C:8]([NH:11][C:12]([C:14]3[N:18]([CH3:19])[N:17]=[CH:16][C:15]=3[C:20](O)=[O:21])=[O:13])[CH:9]=[CH:10][N:5]2[N:4]=1.[NH:25]1[CH2:29][CH2:28][CH2:27][CH2:26]1.CCCP(=O)=O.C(N(C(C)C)CC)(C)C, predict the reaction product. The product is: [CH3:1][N:2]([CH3:24])[C:3]1[N:23]=[C:6]2[CH:7]=[C:8]([NH:11][C:12]([C:14]3[N:18]([CH3:19])[N:17]=[CH:16][C:15]=3[C:20]([N:25]3[CH2:29][CH2:28][CH2:27][CH2:26]3)=[O:21])=[O:13])[CH:9]=[CH:10][N:5]2[N:4]=1. (5) Given the reactants C([O:3][C:4]([C:6]1[C:7]([C:11]2[CH:16]=[CH:15][CH:14]=[CH:13][N:12]=2)=[N:8][O:9][CH:10]=1)=[O:5])C.COC(C1C=NC(OCC2C(C3C=CC(Cl)=CC=3)=NOC=2)=CN=1)=O, predict the reaction product. The product is: [N:12]1[CH:13]=[CH:14][CH:15]=[CH:16][C:11]=1[C:7]1[C:6]([C:4]([OH:5])=[O:3])=[CH:10][O:9][N:8]=1. (6) Given the reactants [CH2:1]([O:3][C:4](=[O:37])[CH2:5][N:6]([CH2:10][CH2:11][CH2:12][CH2:13][NH:14][CH2:15][C:16]1[CH:21]=[CH:20][C:19]([CH2:22][N:23]([CH2:31][C:32]2[NH:33][CH:34]=[CH:35][N:36]=2)[CH2:24][C:25]2[N:26]([CH3:30])[CH:27]=[CH:28][N:29]=2)=[CH:18][CH:17]=1)[CH2:7][CH2:8][CH3:9])[CH3:2].C(N(CC)CC)C.Br[CH2:46][C:47]([O:49][CH2:50][CH3:51])=[O:48], predict the reaction product. The product is: [CH2:1]([O:3][C:4](=[O:37])[CH2:5][N:6]([CH2:10][CH2:11][CH2:12][CH2:13][N:14]([CH2:46][C:47]([O:49][CH2:50][CH3:51])=[O:48])[CH2:15][C:16]1[CH:21]=[CH:20][C:19]([CH2:22][N:23]([CH2:31][C:32]2[NH:33][CH:34]=[CH:35][N:36]=2)[CH2:24][C:25]2[N:26]([CH3:30])[CH:27]=[CH:28][N:29]=2)=[CH:18][CH:17]=1)[CH2:7][CH2:8][CH3:9])[CH3:2]. (7) Given the reactants [Br:1][C:2]1[C:7]([CH:8]=O)=[CH:6][C:5]([Cl:10])=[N:4][CH:3]=1.O.[C:12]([NH2:16])([CH3:15])([CH3:14])[CH3:13], predict the reaction product. The product is: [Br:1][C:2]1[C:7]([CH:8]=[N:16][C:12]([CH3:15])([CH3:14])[CH3:13])=[CH:6][C:5]([Cl:10])=[N:4][CH:3]=1.